Task: Predict the product of the given reaction.. Dataset: Forward reaction prediction with 1.9M reactions from USPTO patents (1976-2016) (1) The product is: [CH:15]([C:12]1[CH:11]=[C:10]([CH2:9][N:6]2[C:7]3[N:8]=[CH:20][NH:1][C:2]=3[C:3](=[O:19])[NH:4][C:5]2=[S:18])[O:14][N:13]=1)([CH3:16])[CH3:17]. Given the reactants [NH2:1][C:2]1[C:3](=[O:19])[NH:4][C:5](=[S:18])[N:6]([CH2:9][C:10]2[O:14][N:13]=[C:12]([CH:15]([CH3:17])[CH3:16])[CH:11]=2)[C:7]=1[NH2:8].[C:20](O)(=O)C.C(N)=N, predict the reaction product. (2) Given the reactants [CH3:1][O:2][C:3]1[N:8]=[C:7](/[CH:9]=[CH:10]/[C:11]2[N:29]=[C:14]3[C@H:15]([C:19]4[CH:24]=[CH:23][CH:22]=[CH:21][C:20]=4[C:25]([F:28])([F:27])[F:26])[CH2:16][CH2:17][CH2:18][N:13]3[N:12]=2)[CH:6]=[CH:5][C:4]=1[N:30]1[CH:34]=[C:33]([CH3:35])[N:32]=[CH:31]1.C1([C@H](NC(C2C=CC=CC=2C(O)=O)=O)C)C=CC=CC=1.Cl, predict the reaction product. The product is: [CH3:1][O:2][C:3]1[N:8]=[C:7](/[CH:9]=[CH:10]/[C:11]2[N:29]=[C:14]3[C@H:15]([C:19]4[CH:24]=[CH:23][CH:22]=[CH:21][C:20]=4[C:25]([F:28])([F:27])[F:26])[CH2:16][CH2:17][CH2:18][N:13]3[N:12]=2)[CH:6]=[CH:5][C:4]=1[N:30]1[CH:34]=[C:33]([CH3:35])[N:32]=[CH:31]1. (3) Given the reactants [Si:1]([O:8][CH:9]([CH:15]1[CH2:24][CH2:23][C:22]2[C:17](=[CH:18][CH:19]=[CH:20][CH:21]=2)[CH2:16]1)[C:10]1[O:11][CH:12]=[CH:13][N:14]=1)([C:4]([CH3:7])([CH3:6])[CH3:5])([CH3:3])[CH3:2].[Li]CCCC.[Sn:30](Cl)([CH2:39][CH2:40][CH2:41][CH3:42])([CH2:35][CH2:36][CH2:37][CH3:38])[CH2:31][CH2:32][CH2:33][CH3:34], predict the reaction product. The product is: [Si:1]([O:8][CH:9]([CH:15]1[CH2:24][CH2:23][C:22]2[C:17](=[CH:18][CH:19]=[CH:20][CH:21]=2)[CH2:16]1)[C:10]1[O:11][C:12]([Sn:30]([CH2:35][CH2:36][CH2:37][CH3:38])([CH2:39][CH2:40][CH2:41][CH3:42])[CH2:31][CH2:32][CH2:33][CH3:34])=[CH:13][N:14]=1)([C:4]([CH3:7])([CH3:5])[CH3:6])([CH3:3])[CH3:2].